This data is from Reaction yield outcomes from USPTO patents with 853,638 reactions. The task is: Predict the reaction yield, written as a fraction of the theoretical maximum amount of product (1.0 means a 100% yield; for example, 0.34 means a 34% yield). (1) The reactants are [CH3:1][C:2]1[O:8][CH:7]=[C:6]([OH:9])[C:4](=[O:5])[CH:3]=1.CN(C)C.[C:14](Cl)(=[O:21])[C:15]1[CH:20]=[CH:19][CH:18]=[CH:17][CH:16]=1. The catalyst is C1COCC1. The product is [C:14]([O:9][C:6]1[C:4](=[O:5])[CH:3]=[C:2]([CH3:1])[O:8][CH:7]=1)(=[O:21])[C:15]1[CH:20]=[CH:19][CH:18]=[CH:17][CH:16]=1. The yield is 0.910. (2) The product is [CH:22]1([C:20]2[N:19]([CH3:30])[C:3]3[C:4]([C:5]([O:7][CH3:8])=[O:6])=[CH:9][C:10]([C:12]4[C:13]([CH3:18])=[N:14][O:15][C:16]=4[CH3:17])=[CH:11][C:2]=3[N:1]=2)[CH2:24][CH2:23]1. The catalyst is CO. The reactants are [NH2:1][C:2]1[C:3]([NH:19][CH3:20])=[C:4]([CH:9]=[C:10]([C:12]2[C:13]([CH3:18])=[N:14][O:15][C:16]=2[CH3:17])[CH:11]=1)[C:5]([O:7][CH3:8])=[O:6].Cl.[CH:22]1(C(=N)OCC)[CH2:24][CH2:23]1.[C:30]1(C)C=CC=CC=1. The yield is 0.980. (3) The reactants are Br[C:2]1[CH:3]=[N:4][CH:5]=[C:6]2[C:11]=1[N:10]=[C:9]([C:12]([NH:14][CH3:15])=[O:13])[CH:8]=[CH:7]2.[F:16][C:17]1[CH:18]=[C:19]([C:32]2[CH:33]=[N:34][N:35]([CH3:37])[CH:36]=2)[CH:20]=[CH:21][C:22]=1B1OC(C)(C)C(C)(C)O1.[O-]P([O-])([O-])=O.[K+].[K+].[K+]. The catalyst is O1CCOCC1.O. The product is [F:16][C:17]1[CH:18]=[C:19]([C:32]2[CH:33]=[N:34][N:35]([CH3:37])[CH:36]=2)[CH:20]=[CH:21][C:22]=1[C:2]1[CH:3]=[N:4][CH:5]=[C:6]2[C:11]=1[N:10]=[C:9]([C:12]([NH:14][CH3:15])=[O:13])[CH:8]=[CH:7]2. The yield is 0.610. (4) The reactants are [OH:1][NH:2][C:3]([C:5]1[CH:10]=[CH:9][CH:8]=[CH:7][N:6]=1)=[NH:4].[Cl:11][C:12]1[CH:20]=[C:16]([C:17](O)=O)[C:15]([OH:21])=[CH:14][CH:13]=1. No catalyst specified. The product is [Cl:11][C:12]1[CH:13]=[CH:14][C:15]([OH:21])=[C:16]([C:17]2[O:1][N:2]=[C:3]([C:5]3[CH:10]=[CH:9][CH:8]=[CH:7][N:6]=3)[N:4]=2)[CH:20]=1. The yield is 0.480. (5) The reactants are [OH:1][N:2]=[C:3]([Cl:14])[C@H:4]1[CH2:8][O:7][C:6]2([CH2:13][CH2:12][CH2:11][CH2:10][CH2:9]2)[O:5]1.[CH3:15][S:16](Cl)(=[O:18])=[O:17].C(N(C(C)C)C(C)C)C. The catalyst is C1COCC1. The product is [CH3:15][S:16]([O:1][N:2]=[C:3]([Cl:14])[C@H:4]1[CH2:8][O:7][C:6]2([CH2:13][CH2:12][CH2:11][CH2:10][CH2:9]2)[O:5]1)(=[O:18])=[O:17]. The yield is 0.738. (6) The reactants are [C:1]([C:3]1[CH:7]=[C:6]([C:8](=[O:27])[CH:9]([C:13]2[CH:18]=[CH:17][C:16]([N:19]3[CH:24]=[CH:23][CH:22]=[CH:21][C:20]3=[O:25])=[CH:15][C:14]=2[F:26])C([O-])=O)[N:5]([C:28]2[CH:33]=[CH:32][C:31]([O:34][CH3:35])=[CH:30][CH:29]=2)[N:4]=1)#[N:2].CO.S(O)(O)(=O)=O.C(=O)([O-])O. The catalyst is C(OCC)(=O)C. The product is [F:26][C:14]1[CH:15]=[C:16]([N:19]2[CH:24]=[CH:23][CH:22]=[CH:21][C:20]2=[O:25])[CH:17]=[CH:18][C:13]=1[CH2:9][C:8]([C:6]1[N:5]([C:28]2[CH:29]=[CH:30][C:31]([O:34][CH3:35])=[CH:32][CH:33]=2)[N:4]=[C:3]([C:1]#[N:2])[CH:7]=1)=[O:27]. The yield is 0.850. (7) The reactants are [CH2:1]([O:8][C:9]1[CH:14]=[C:13](Br)[CH:12]=[CH:11][C:10]=1[Cl:16])[C:2]1[CH:7]=[CH:6][CH:5]=[CH:4][CH:3]=1.[CH3:17][C:18]1([CH3:34])[C:22]([CH3:24])([CH3:23])[O:21][B:20]([B:20]2[O:21][C:22]([CH3:24])([CH3:23])[C:18]([CH3:34])([CH3:17])[O:19]2)[O:19]1.C([O-])(=O)C.[K+]. The catalyst is CS(C)=O.CCOCC.O.Cl[Pd]Cl. The product is [CH2:1]([O:8][C:9]1[CH:14]=[C:13]([B:20]2[O:21][C:22]([CH3:24])([CH3:23])[C:18]([CH3:34])([CH3:17])[O:19]2)[CH:12]=[CH:11][C:10]=1[Cl:16])[C:2]1[CH:7]=[CH:6][CH:5]=[CH:4][CH:3]=1. The yield is 0.740.